From a dataset of Forward reaction prediction with 1.9M reactions from USPTO patents (1976-2016). Predict the product of the given reaction. (1) Given the reactants [NH2:1][C:2]1[N:3]=[C:4](O)[C:5]2[CH:10]=[CH:9][NH:8][C:6]=2[N:7]=1.P(Cl)(Cl)([Cl:14])=O, predict the reaction product. The product is: [Cl:14][C:4]1[C:5]2[CH:10]=[CH:9][NH:8][C:6]=2[N:7]=[C:2]([NH2:1])[N:3]=1. (2) Given the reactants [C:1]([O:4][C:5]1[CH:13]=[CH:12][CH:11]=[CH:10][C:6]=1C(Cl)=O)(=[O:3])[CH3:2].[N-:14]=[N+:15]=[N-:16].[Na+].[N-:18]=[N+]=[N-].[CH3:21][C:22]([CH3:24])=[O:23], predict the reaction product. The product is: [C:22]([C:24]1[CH:13]=[CH:12][CH:11]=[CH:10][C:6]=1[C:5]([N:14]=[N+:15]=[N-:16])=[O:4])(=[O:23])[CH3:21].[C:1]([O:4][C:5]1[CH:13]=[CH:12][CH:11]=[CH:10][C:6]=1[N:18]=[C:22]=[O:23])(=[O:3])[CH3:2]. (3) Given the reactants [OH:1][CH:2]([CH:23]([CH3:25])[CH3:24])[C:3]#[C:4][C:5]1[CH:6]=[CH:7][C:8]2[N:9]([C:11]([CH2:14][NH:15][C:16](=[O:22])[O:17][C:18]([CH3:21])([CH3:20])[CH3:19])=[N:12][N:13]=2)[N:10]=1, predict the reaction product. The product is: [CH3:24][CH:23]([CH3:25])[C:2](=[O:1])[C:3]#[C:4][C:5]1[CH:6]=[CH:7][C:8]2[N:9]([C:11]([CH2:14][NH:15][C:16](=[O:22])[O:17][C:18]([CH3:20])([CH3:19])[CH3:21])=[N:12][N:13]=2)[N:10]=1.